This data is from Full USPTO retrosynthesis dataset with 1.9M reactions from patents (1976-2016). The task is: Predict the reactants needed to synthesize the given product. (1) Given the product [O:26]=[C:24]1[C:23]2[C:22](=[CH:30][CH:29]=[CH:28][CH:27]=2)[C:21](=[O:31])[N:25]1[CH2:2][C:3]1[CH:4]=[C:5]([C:9]2[N:10]([CH3:20])[C:11]3[C:16]([C:17]=2[C:18]#[N:19])=[CH:15][CH:14]=[CH:13][CH:12]=3)[CH:6]=[N:7][CH:8]=1, predict the reactants needed to synthesize it. The reactants are: O[CH2:2][C:3]1[CH:4]=[C:5]([C:9]2[N:10]([CH3:20])[C:11]3[C:16]([C:17]=2[C:18]#[N:19])=[CH:15][CH:14]=[CH:13][CH:12]=3)[CH:6]=[N:7][CH:8]=1.[C:21]1(=[O:31])[NH:25][C:24](=[O:26])[C:23]2=[CH:27][CH:28]=[CH:29][CH:30]=[C:22]12.N(C(N1CCCCC1)=O)=NC(N1CCCCC1)=O.C(P(CCCC)CCCC)CCC. (2) The reactants are: [C:1]([OH:7])([C:3]([F:6])([F:5])[F:4])=[O:2].[CH:8]1[C:17]2[C:12](=[CH:13][C:14]([N:18]3[CH2:34][CH2:33][C:21]4([CH2:25][N:24](C(OC(C)(C)C)=O)[CH2:23][CH2:22]4)[CH2:20][CH2:19]3)=[CH:15][CH:16]=2)[CH:11]=[CH:10][N:9]=1. Given the product [F:4][C:3]([F:6])([F:5])[C:1]([OH:7])=[O:2].[CH2:25]1[C:21]2([CH2:20][CH2:19][N:18]([C:14]3[CH:13]=[C:12]4[C:17](=[CH:16][CH:15]=3)[CH:8]=[N:9][CH:10]=[CH:11]4)[CH2:34][CH2:33]2)[CH2:22][CH2:23][NH:24]1, predict the reactants needed to synthesize it.